This data is from hERG potassium channel inhibition data for cardiac toxicity prediction from Karim et al.. The task is: Regression/Classification. Given a drug SMILES string, predict its toxicity properties. Task type varies by dataset: regression for continuous values (e.g., LD50, hERG inhibition percentage) or binary classification for toxic/non-toxic outcomes (e.g., AMES mutagenicity, cardiotoxicity, hepatotoxicity). Dataset: herg_karim. (1) The molecule is CC(C)N(CCc1c(C(C)(C)O)[nH]c2ccccc12)Cc1ccc(/C=C/C(=O)NO)cc1. The result is 0 (non-blocker). (2) The drug is CC(C)S(=O)(=O)N[C@H]1CN(C)C[C@@H]1c1ccc(-c2cccc(S(C)(=O)=O)c2)cc1. The result is 0 (non-blocker). (3) The compound is CN(C)[C@H]1CC[C@](c2ccccc2)(N2CCC(c3cc(C(F)(F)F)cc(C(F)(F)F)c3)C2=O)CC1. The result is 1 (blocker). (4) The result is 0 (non-blocker). The drug is CC(C)N1CCN(C(=O)C2CC3(CCN(C4CCOCC4)CC3)C2)CC1. (5) The molecule is CCOc1ccc2ncc(F)c(CCC34CCC(NCc5ccc6c(n5)NC(=O)CO6)(CC3)CO4)c2n1. The result is 1 (blocker). (6) The molecule is COCCCc1cc(CN(C(=O)[C@H]2CNCC[C@@H]2c2ccc(OCCOc3c(Cl)cc(C)cc3Cl)cc2)C2CC2)cc(OCCN(C)C)c1. The result is 1 (blocker).